This data is from Catalyst prediction with 721,799 reactions and 888 catalyst types from USPTO. The task is: Predict which catalyst facilitates the given reaction. (1) Reactant: [Cl:1][C:2]1[C:7]([C:8]([OH:10])=O)=[CH:6][N:5]=[CH:4][CH:3]=1.[NH2:11][CH2:12][CH2:13][CH2:14][N:15]1[CH2:20][CH2:19][O:18][CH2:17][CH2:16]1.C1N(P(Cl)(N2C(=O)OCC2)=O)C(=O)OC1.C(N(CC)CC)C. Product: [Cl:1][C:2]1[C:7]([C:8]([NH:11][CH2:12][CH2:13][CH2:14][N:15]2[CH2:20][CH2:19][O:18][CH2:17][CH2:16]2)=[O:10])=[CH:6][N:5]=[CH:4][CH:3]=1. The catalyst class is: 4. (2) Reactant: [NH2:1][C:2]1[C:3]([CH3:9])=[CH:4][C:5]([OH:8])=[CH:6][CH:7]=1.Cl[C:11]1[CH:16]=[CH:15][N:14]=[C:13]([C:17]([NH:19][CH3:20])=[O:18])[CH:12]=1.C(=O)([O-])[O-].[Cs+].[Cs+]. Product: [NH2:1][C:2]1[CH:7]=[CH:6][C:5]([O:8][C:11]2[CH:16]=[CH:15][N:14]=[C:13]([C:17]([NH:19][CH3:20])=[O:18])[CH:12]=2)=[CH:4][C:3]=1[CH3:9]. The catalyst class is: 179. (3) Reactant: [C:1]([O:5][C:6]([N:8]1[CH2:11][CH:10]([NH:12][C:13]([C:15]2[N:19]=[C:18]([C@H:20]([CH2:25][CH2:26][CH2:27][CH:28]3[CH2:33][CH2:32][CH2:31][CH2:30][CH2:29]3)[CH2:21][C:22](O)=[O:23])[O:17][N:16]=2)=[O:14])[CH2:9]1)=[O:7])([CH3:4])([CH3:3])[CH3:2].CN1CCOCC1.ClC(OCC(C)C)=O.C[Si](C)(C)[O:51][NH2:52]. Product: [CH:28]1([CH2:27][CH2:26][CH2:25][C@@H:20]([C:18]2[O:17][N:16]=[C:15]([C:13]([NH:12][CH:10]3[CH2:11][N:8]([C:6]([O:5][C:1]([CH3:4])([CH3:3])[CH3:2])=[O:7])[CH2:9]3)=[O:14])[N:19]=2)[CH2:21][C:22]([NH:52][OH:51])=[O:23])[CH2:33][CH2:32][CH2:31][CH2:30][CH2:29]1. The catalyst class is: 83.